This data is from NCI-60 drug combinations with 297,098 pairs across 59 cell lines. The task is: Regression. Given two drug SMILES strings and cell line genomic features, predict the synergy score measuring deviation from expected non-interaction effect. (1) Drug 1: CC1=C(C=C(C=C1)C(=O)NC2=CC(=CC(=C2)C(F)(F)F)N3C=C(N=C3)C)NC4=NC=CC(=N4)C5=CN=CC=C5. Drug 2: C1CNP(=O)(OC1)N(CCCl)CCCl. Cell line: OVCAR3. Synergy scores: CSS=-0.485, Synergy_ZIP=4.73, Synergy_Bliss=9.15, Synergy_Loewe=0.432, Synergy_HSA=2.15. (2) Drug 1: CC1=C(C(=CC=C1)Cl)NC(=O)C2=CN=C(S2)NC3=CC(=NC(=N3)C)N4CCN(CC4)CCO. Drug 2: N.N.Cl[Pt+2]Cl. Cell line: ACHN. Synergy scores: CSS=40.5, Synergy_ZIP=-5.30, Synergy_Bliss=-0.0523, Synergy_Loewe=-8.41, Synergy_HSA=0.848.